From a dataset of Full USPTO retrosynthesis dataset with 1.9M reactions from patents (1976-2016). Predict the reactants needed to synthesize the given product. (1) Given the product [CH2:1]([N:8]1[C:20]2[C:19]3[CH:18]=[CH:17][CH:16]=[CH:15][C:14]=3[N:13]=[C:12]([NH2:21])[C:11]=2[N:10]=[C:9]1[O:27][CH3:26])[C:2]1[CH:7]=[CH:6][CH:5]=[CH:4][CH:3]=1, predict the reactants needed to synthesize it. The reactants are: [CH2:1]([N:8]1[C:20]2[C:19]3[CH:18]=[CH:17][CH:16]=[CH:15][C:14]=3[N:13]=[C:12]([NH2:21])[C:11]=2[N:10]=[C:9]1S(C)(=O)=O)[C:2]1[CH:7]=[CH:6][CH:5]=[CH:4][CH:3]=1.[CH3:26][O-:27].[Na+]. (2) Given the product [F:23][C:24]1[CH:29]=[CH:28][C:27]([O:30][C:2]2[CH:3]=[N:4][CH:5]=[C:6]([C@@H:8]3[CH2:12][CH2:11][CH2:10][N:9]3[C@@H:13]([C:15]3[CH:20]=[CH:19][C:18]([O:21][CH3:22])=[CH:17][CH:16]=3)[CH3:14])[CH:7]=2)=[CH:26][CH:25]=1, predict the reactants needed to synthesize it. The reactants are: Br[C:2]1[CH:3]=[N:4][CH:5]=[C:6]([C@@H:8]2[CH2:12][CH2:11][CH2:10][N:9]2[C@@H:13]([C:15]2[CH:20]=[CH:19][C:18]([O:21][CH3:22])=[CH:17][CH:16]=2)[CH3:14])[CH:7]=1.[F:23][C:24]1[CH:29]=[CH:28][C:27]([OH:30])=[CH:26][CH:25]=1.C(=O)([O-])[O-].[Cs+].[Cs+].